From a dataset of Peptide-MHC class I binding affinity with 185,985 pairs from IEDB/IMGT. Regression. Given a peptide amino acid sequence and an MHC pseudo amino acid sequence, predict their binding affinity value. This is MHC class I binding data. The peptide sequence is KLWAQCVQL. The MHC is HLA-B07:02 with pseudo-sequence HLA-B07:02. The binding affinity (normalized) is 0.0847.